From a dataset of TCR-epitope binding with 47,182 pairs between 192 epitopes and 23,139 TCRs. Binary Classification. Given a T-cell receptor sequence (or CDR3 region) and an epitope sequence, predict whether binding occurs between them. The epitope is RQLLFVVEV. The TCR CDR3 sequence is CSVVPEQFF. Result: 0 (the TCR does not bind to the epitope).